Dataset: Forward reaction prediction with 1.9M reactions from USPTO patents (1976-2016). Task: Predict the product of the given reaction. (1) Given the reactants COC(C)(C)C.O.[NH2:8][CH:9]([CH2:15][C:16]1[CH:21]=[CH:20][CH:19]=[CH:18][CH:17]=1)[C:10]([O:12][CH2:13][CH3:14])=[O:11].[ClH:22].C(O)C, predict the reaction product. The product is: [ClH:22].[NH2:8][C@H:9]([CH2:15][C:16]1[CH:17]=[CH:18][CH:19]=[CH:20][CH:21]=1)[C:10]([O:12][CH2:13][CH3:14])=[O:11]. (2) Given the reactants [C:1]1([NH2:12])[C:6](F)=[C:5](F)[C:4](F)=[C:3](N)[C:2]=1F.[ClH:13].Cl.N1C2C(=CC=CC=2)C(/C=C/C2C=CC(C(N3CCNCC3)=O)=CC=2)=N1.C(OC(NCC(O)=O)=O)(C)(C)C.O.ON1C2C=CC=CC=2N=N1.Cl.C(N=C=NCCCN(C)C)C.CN1CCOCC1.C(OC([NH:89][CH2:90][C:91]([N:93]1[CH2:98][CH2:97][N:96]([C:99](=[O:117])[C:100]2[CH:105]=[CH:104][C:103](/[CH:106]=[CH:107]/[C:108]3C4C(=CC=CC=4)N[N:109]=3)=[CH:102][CH:101]=2)[CH2:95][CH2:94]1)=[O:92])=O)(C)(C)C.Cl.CO, predict the reaction product. The product is: [ClH:13].[NH2:89][CH2:90][C:91]([N:93]1[CH2:98][CH2:97][N:96]([C:99](=[O:117])[C:100]2[CH:105]=[CH:104][C:103](/[CH:106]=[CH:107]/[C:108]3[C:2]4[C:1](=[CH:6][CH:5]=[CH:4][CH:3]=4)[NH:12][N:109]=3)=[CH:102][CH:101]=2)[CH2:95][CH2:94]1)=[O:92].